Dataset: Peptide-MHC class II binding affinity with 134,281 pairs from IEDB. Task: Regression. Given a peptide amino acid sequence and an MHC pseudo amino acid sequence, predict their binding affinity value. This is MHC class II binding data. (1) The peptide sequence is SVAYKAAVGATPEAK. The MHC is HLA-DQA10104-DQB10503 with pseudo-sequence HLA-DQA10104-DQB10503. The binding affinity (normalized) is 0.203. (2) The peptide sequence is SAHGSGREVIDAMCH. The MHC is DRB1_0801 with pseudo-sequence DRB1_0801. The binding affinity (normalized) is 0.202. (3) The peptide sequence is VLRTKLMSTRRVLER. The MHC is H-2-IAb with pseudo-sequence H-2-IAb. The binding affinity (normalized) is 0.0946. (4) The peptide sequence is ILELAQSETCSPGGQ. The MHC is HLA-DPA10103-DPB10401 with pseudo-sequence HLA-DPA10103-DPB10401. The binding affinity (normalized) is 0. (5) The peptide sequence is MPNMLRIMASLVLAR. The MHC is DRB5_0101 with pseudo-sequence DRB5_0101. The binding affinity (normalized) is 0.565.